From a dataset of Catalyst prediction with 721,799 reactions and 888 catalyst types from USPTO. Predict which catalyst facilitates the given reaction. (1) Reactant: [C:1]([C:3]1[C:4]([NH:21][NH2:22])=[N:5][CH:6]=[CH:7][C:8]=1[N:9]1[CH2:14][CH2:13][CH:12]([C:15]2[CH:20]=[CH:19][CH:18]=[CH:17][CH:16]=2)[CH2:11][CH2:10]1)#[N:2].CCN(C(C)C)C(C)C.[C:49]1(P([C:45]2[CH:50]=[CH:49][CH:48]=[CH:47]C=2)[C:49]2[CH:50]=[CH:45]C=[CH:47][CH:48]=2)[CH:50]=[CH:45]C=[CH:47][CH:48]=1.ClC(Cl)(Cl)C#N.C1(C(O)=O)CCC1. Product: [CH:48]1([C:47]2[N:5]3[CH:6]=[CH:7][C:8]([N:9]4[CH2:10][CH2:11][CH:12]([C:15]5[CH:20]=[CH:19][CH:18]=[CH:17][CH:16]=5)[CH2:13][CH2:14]4)=[C:3]([C:1]#[N:2])[C:4]3=[N:21][N:22]=2)[CH2:49][CH2:50][CH2:45]1. The catalyst class is: 26. (2) Reactant: [CH:1]1([C:7]2[N:8]([C:12]3[C:21]([N+:22]([O-])=O)=[CH:20][C:15]([C:16]([O:18][CH3:19])=[O:17])=[C:14]([O:25][CH3:26])[CH:13]=3)[CH:9]=[CH:10][N:11]=2)[CH2:6][CH2:5][CH2:4][CH2:3][CH2:2]1.C(O)(=O)C.[O-]S([O-])(=S)=O.[Na+].[Na+].N. Product: [NH2:22][C:21]1[C:12]([N:8]2[CH:9]=[CH:10][N:11]=[C:7]2[CH:1]2[CH2:6][CH2:5][CH2:4][CH2:3][CH2:2]2)=[CH:13][C:14]([O:25][CH3:26])=[C:15]([CH:20]=1)[C:16]([O:18][CH3:19])=[O:17]. The catalyst class is: 355. (3) Reactant: C([O:3][C:4]([C:6]1[NH:7][C:8]([CH:19]=O)=[C:9]([CH2:12][CH2:13][C:14]([O:16]CC)=[O:15])[C:10]=1[CH3:11])=[O:5])C.[Cl:21][C:22]1[CH:30]=[C:29]2[C:25]([CH2:26][C:27](=[O:31])[NH:28]2)=[CH:24][CH:23]=1.[OH-].[K+]. Product: [C:14]([CH2:13][CH2:12][C:9]1[C:10]([CH3:11])=[C:6]([C:4]([OH:3])=[O:5])[NH:7][C:8]=1[CH:19]=[C:26]1[C:25]2[C:29](=[CH:30][C:22]([Cl:21])=[CH:23][CH:24]=2)[NH:28][C:27]1=[O:31])([OH:16])=[O:15]. The catalyst class is: 495. (4) Reactant: CC(C)([O-])C.[K+].[CH3:7][S:8]([CH2:11][C:12]1[CH2:13][CH2:14][N:15]([C:18](=[S:20])[OH:19])[CH2:16][CH:17]=1)(=[O:10])=[O:9].[Cl:21][C:22]1[CH:27]=[CH:26][C:25]([CH:28]([C:34]2[CH:39]=[CH:38][C:37]([Cl:40])=[CH:36][CH:35]=2)[N:29]2[CH2:32][C:31](=[O:33])[CH2:30]2)=[CH:24][CH:23]=1. Product: [Cl:21][C:22]1[CH:27]=[CH:26][C:25]([CH:28]([C:34]2[CH:39]=[CH:38][C:37]([Cl:40])=[CH:36][CH:35]=2)[N:29]2[CH2:30][C:31]([CH2:7][S:8]([CH2:11][C:12]3[CH2:17][CH2:16][N:15]([C:18](=[S:20])[OH:19])[CH2:14][CH:13]=3)(=[O:9])=[O:10])([OH:33])[CH2:32]2)=[CH:24][CH:23]=1. The catalyst class is: 30. (5) Reactant: Cl.Cl.NC1CCN(C[C@H]2N3C4N(C(=O)C=CC=4C=CC3=O)C2)CC1.[S:25]1[CH2:30][CH2:29][NH:28][C:27]2[N:31]=[C:32]([CH:35]=[O:36])[CH:33]=[CH:34][C:26]1=2.Cl.O1C2C=C(CNC3CCN(CC4N5C6N(C(=O)C=CC=6C=CC5=O)C4)CC3)N=CC=2OCC1.O=C1CSC2C=CC(C=O)=NC=2N1.[H-].[H-].[H-].[H-].[Li+].[Al+3]. Product: [S:25]1[CH2:30][CH2:29][NH:28][C:27]2[N:31]=[C:32]([CH2:35][OH:36])[CH:33]=[CH:34][C:26]1=2. The catalyst class is: 98. (6) Reactant: O[C:2]1C=C2C(C=C[C:8](=[O:12])[O:9]2)=C[C:3]=1OC.[CH2:15](Cl)CCl.[CH:19]1[CH:20]=[CH:21][C:22]2N(O)N=N[C:23]=2[CH:24]=1.C(N(CC)CC)C. Product: [CH:23]12[CH2:15][CH:20]([CH:19]=[CH:24]1)[CH2:21][CH:22]2[C:8]([OH:12])=[O:9].[CH2:2]=[CH2:3]. The catalyst class is: 121. (7) Reactant: [NH2:1][C:2]1[N:6]([C:7]2[CH:12]=[CH:11][CH:10]=[CH:9][CH:8]=2)[N:5]=[C:4]([C:13]2[O:17][C:16](=[O:18])[N:15]([CH:19]([CH3:21])[CH3:20])[N:14]=2)[C:3]=1[CH3:22].[OH-].[Na+].[C:25]1([O:31][C:32](Cl)=[O:33])[CH:30]=[CH:29][CH:28]=[CH:27][CH:26]=1. Product: [CH:19]([N:15]1[C:16](=[O:18])[O:17][C:13]([C:4]2[C:3]([CH3:22])=[C:2]([NH:1][C:32](=[O:33])[O:31][C:25]3[CH:30]=[CH:29][CH:28]=[CH:27][CH:26]=3)[N:6]([C:7]3[CH:8]=[CH:9][CH:10]=[CH:11][CH:12]=3)[N:5]=2)=[N:14]1)([CH3:20])[CH3:21]. The catalyst class is: 25. (8) The catalyst class is: 1. Product: [Cl:31][C:11]1[CH:10]=[CH:9][C:8]([C:6]2[O:3][C:1]([CH3:2])=[N:4][N:5]=2)=[CH:13][C:12]=1[CH2:14][N:15]1[CH:19]=[CH:18][C:17]([NH:20][C:21](=[O:30])[C:22]2[C:27]([F:28])=[CH:26][CH:25]=[CH:24][C:23]=2[F:29])=[N:16]1. Reactant: [C:1]([NH:4][NH:5][C:6]([C:8]1[CH:9]=[CH:10][C:11]([Cl:31])=[C:12]([CH2:14][N:15]2[CH:19]=[CH:18][C:17]([NH:20][C:21](=[O:30])[C:22]3[C:27]([F:28])=[CH:26][CH:25]=[CH:24][C:23]=3[F:29])=[N:16]2)[CH:13]=1)=O)(=[O:3])[CH3:2]. (9) Reactant: [CH2:1]([O:5][C:6]1([C:17]2[CH:22]=[CH:21][CH:20]=[CH:19][C:18]=2[CH3:23])[CH2:9][N:8](C(OC(C)(C)C)=O)[CH2:7]1)[C:2]#[C:3][CH3:4].[ClH:24]. Product: [ClH:24].[CH2:1]([O:5][C:6]1([C:17]2[CH:22]=[CH:21][CH:20]=[CH:19][C:18]=2[CH3:23])[CH2:7][NH:8][CH2:9]1)[C:2]#[C:3][CH3:4]. The catalyst class is: 13.